Dataset: Full USPTO retrosynthesis dataset with 1.9M reactions from patents (1976-2016). Task: Predict the reactants needed to synthesize the given product. (1) Given the product [CH3:4][C:2]([O:5][C:6]([N:8]1[CH:13]([C:14]([N:16]([C:17]2[CH:22]=[CH:21][CH:20]=[C:19]([C:23]([F:25])([F:26])[F:24])[CH:18]=2)[NH2:39])=[O:15])[CH:12]2[CH2:27][CH:9]1[CH2:10][CH2:11]2)=[O:7])([CH3:1])[CH3:3], predict the reactants needed to synthesize it. The reactants are: [CH3:1][C:2]([O:5][C:6]([N:8]1[CH:13]([C:14]([NH:16][C:17]2[CH:22]=[CH:21][CH:20]=[C:19]([C:23]([F:26])([F:25])[F:24])[CH:18]=2)=[O:15])[CH:12]2[CH2:27][CH:9]1[CH2:10][CH2:11]2)=[O:7])([CH3:4])[CH3:3].[H-].[Na+].C1(P(C2C=CC=CC=2)(O[NH2:39])=O)C=CC=CC=1. (2) Given the product [CH2:1]([N:4]([CH3:5])[CH2:6][CH2:7][CH2:8][CH2:9][CH2:10][C:11]1[CH:12]=[C:13]2[C:17](=[CH:18][CH:19]=1)[N:16]([C:21]1[CH:26]=[CH:25][C:24]([C:27]([F:30])([F:29])[F:28])=[CH:23][CH:22]=1)[CH:15]=[CH:14]2)[CH:2]=[CH2:3], predict the reactants needed to synthesize it. The reactants are: [CH2:1]([N:4]([CH2:6][CH2:7][CH2:8][CH2:9][CH2:10][C:11]1[CH:12]=[C:13]2[C:17](=[CH:18][CH:19]=1)[NH:16][CH:15]=[CH:14]2)[CH3:5])[CH:2]=[CH2:3].F[C:21]1[CH:26]=[CH:25][C:24]([C:27]([F:30])([F:29])[F:28])=[CH:23][CH:22]=1.